From a dataset of Forward reaction prediction with 1.9M reactions from USPTO patents (1976-2016). Predict the product of the given reaction. Given the reactants [F:1][C:2]([F:19])([F:18])[C:3]1[CH:4]=[C:5]([C:9](=O)[CH2:10][C:11](=O)[C:12]([F:15])([F:14])[F:13])[CH:6]=[CH:7][CH:8]=1.[NH2:20][C:21]1[N:22]=[CH:23][NH:24][C:25]=1[C:26]#[N:27], predict the reaction product. The product is: [F:1][C:2]([F:19])([F:18])[C:3]1[CH:4]=[C:5]([C:9]2[CH:10]=[C:11]([C:12]([F:15])([F:14])[F:13])[N:22]3[CH:23]=[N:24][C:25]([C:26]#[N:27])=[C:21]3[N:20]=2)[CH:6]=[CH:7][CH:8]=1.